This data is from Reaction yield outcomes from USPTO patents with 853,638 reactions. The task is: Predict the reaction yield, written as a fraction of the theoretical maximum amount of product (1.0 means a 100% yield; for example, 0.34 means a 34% yield). (1) The reactants are C(OC([N:8]1[CH2:12][CH2:11][CH2:10][C@H:9]1[CH2:13][NH:14][C:15]1[CH:20]=[CH:19][C:18]([C:21]2[CH:26]=[CH:25][CH:24]=[CH:23][CH:22]=2)=[CH:17][C:16]=1[O:27][C:28]1[CH:33]=[CH:32][C:31]([C:34]#[N:35])=[CH:30][CH:29]=1)=O)(C)(C)C.C(O)(C(F)(F)F)=O. The catalyst is C(Cl)Cl. The product is [NH:8]1[CH2:12][CH2:11][CH2:10][C@H:9]1[CH2:13][NH:14][C:15]1[CH:20]=[CH:19][C:18]([C:21]2[CH:26]=[CH:25][CH:24]=[CH:23][CH:22]=2)=[CH:17][C:16]=1[O:27][C:28]1[CH:29]=[CH:30][C:31]([C:34]#[N:35])=[CH:32][CH:33]=1. The yield is 0.130. (2) The catalyst is ClCCCl.O.Cl[Cu]. The product is [CH:1]([C:3]1[CH:8]=[CH:7][C:6]([O:12][N:13]2[C:21](=[O:22])[C:20]3[C:15](=[CH:16][CH:17]=[CH:18][CH:19]=3)[C:14]2=[O:23])=[CH:5][CH:4]=1)=[CH2:2]. The yield is 0.630. The reactants are [CH:1]([C:3]1[CH:8]=[CH:7][C:6](B(O)O)=[CH:5][CH:4]=1)=[CH2:2].[OH:12][N:13]1[C:21](=[O:22])[C:20]2[C:15](=[CH:16][CH:17]=[CH:18][CH:19]=2)[C:14]1=[O:23].N1C=CC=CC=1. (3) The reactants are [Br:1][C:2]1[S:3][C:4]([C:7]([OH:9])=O)=[CH:5][N:6]=1.C(N(CC)CC)C.CN(C(ON1N=NC2C=CC=NC1=2)=[N+](C)C)C.F[P-](F)(F)(F)(F)F.[NH2:41][CH:42]1[CH2:47][CH2:46][N:45]([CH2:48][C:49]2[CH:56]=[CH:55][C:52]([C:53]#[N:54])=[CH:51][CH:50]=2)[CH2:44][CH2:43]1. The catalyst is CN(C)C=O.O. The product is [Br:1][C:2]1[S:3][C:4]([C:7]([NH:41][CH:42]2[CH2:47][CH2:46][N:45]([CH2:48][C:49]3[CH:56]=[CH:55][C:52]([C:53]#[N:54])=[CH:51][CH:50]=3)[CH2:44][CH2:43]2)=[O:9])=[CH:5][N:6]=1. The yield is 1.00. (4) The reactants are [OH:1][C:2]1[CH:10]=[CH:9][C:5]([C:6]([OH:8])=O)=[CH:4][C:3]=1[O:11][CH3:12].S(Cl)(Cl)=O.[CH:17]1[N:25]2[C:20]([C:21]3([CH2:34][CH2:33][NH:32][CH2:31][CH2:30]3)[O:22][C:23]3[CH:29]=[CH:28][CH:27]=[CH:26][C:24]=32)=[CH:19][CH:18]=1.C(N(CC)CC)C. The catalyst is ClCCl.CN(C=O)C.O1CCOCC1. The product is [OH:1][C:2]1[CH:10]=[CH:9][C:5]([C:6]([N:32]2[CH2:31][CH2:30][C:21]3([O:22][C:23]4[CH:29]=[CH:28][CH:27]=[CH:26][C:24]=4[N:25]4[CH:17]=[CH:18][CH:19]=[C:20]34)[CH2:34][CH2:33]2)=[O:8])=[CH:4][C:3]=1[O:11][CH3:12]. The yield is 0.560.